Dataset: Forward reaction prediction with 1.9M reactions from USPTO patents (1976-2016). Task: Predict the product of the given reaction. (1) Given the reactants [CH3:1][CH:2]1[O:6][CH2:5][CH2:4][O:3]1.[N:7]([Si](C)(C)C)=[N+:8]=[N-:9], predict the reaction product. The product is: [N:7]([CH:2]([O:3][CH2:4][CH2:5][OH:6])[CH3:1])=[N+:8]=[N-:9]. (2) The product is: [CH:7]1([CH2:10][C:11]2([CH2:21][NH2:22])[CH2:20][CH2:19][C:14]3([O:18][CH2:17][CH2:16][O:15]3)[CH2:13][CH2:12]2)[CH2:9][CH2:8]1. Given the reactants [H-].[Al+3].[Li+].[H-].[H-].[H-].[CH:7]1([CH2:10][C:11]2([C:21]#[N:22])[CH2:20][CH2:19][C:14]3([O:18][CH2:17][CH2:16][O:15]3)[CH2:13][CH2:12]2)[CH2:9][CH2:8]1.O.[OH-].[Na+], predict the reaction product. (3) Given the reactants [OH:1][CH2:2][CH2:3][O:4][CH:5]1[CH2:10][CH2:9][CH:8]([C:11]([OH:13])=[O:12])[CH2:7][CH2:6]1.[CH3:14]O, predict the reaction product. The product is: [OH:1][CH2:2][CH2:3][O:4][CH:5]1[CH2:10][CH2:9][CH:8]([C:11]([O:13][CH3:14])=[O:12])[CH2:7][CH2:6]1.